From a dataset of TCR-epitope binding with 47,182 pairs between 192 epitopes and 23,139 TCRs. Binary Classification. Given a T-cell receptor sequence (or CDR3 region) and an epitope sequence, predict whether binding occurs between them. (1) The epitope is ISPRTLNAW. The TCR CDR3 sequence is CASSLSQGTILYEQYF. Result: 1 (the TCR binds to the epitope). (2) The epitope is NLVPMVATV. The TCR CDR3 sequence is CASSLDGVTGELFF. Result: 1 (the TCR binds to the epitope).